This data is from Reaction yield outcomes from USPTO patents with 853,638 reactions. The task is: Predict the reaction yield, written as a fraction of the theoretical maximum amount of product (1.0 means a 100% yield; for example, 0.34 means a 34% yield). The reactants are I[C:2]1[C:3]([NH:10][C:11]2[CH:12]=[N:13][C:14]([O:17][CH3:18])=[CH:15][CH:16]=2)=[N:4][C:5]([O:8][CH3:9])=[N:6][CH:7]=1.[CH3:19][C:20]1[N:25]=[C:24]([S:26][CH3:27])[N:23]=[C:22]([Sn](CCCC)(CCCC)CCCC)[N:21]=1.[F-].[Cs+].O1CCOCC1. The catalyst is O.[Cu]I.C1C=CC([P]([Pd]([P](C2C=CC=CC=2)(C2C=CC=CC=2)C2C=CC=CC=2)([P](C2C=CC=CC=2)(C2C=CC=CC=2)C2C=CC=CC=2)[P](C2C=CC=CC=2)(C2C=CC=CC=2)C2C=CC=CC=2)(C2C=CC=CC=2)C2C=CC=CC=2)=CC=1. The product is [CH3:9][O:8][C:5]1[N:4]=[C:3]([NH:10][C:11]2[CH:12]=[N:13][C:14]([O:17][CH3:18])=[CH:15][CH:16]=2)[C:2]([C:22]2[N:21]=[C:20]([CH3:19])[N:25]=[C:24]([S:26][CH3:27])[N:23]=2)=[CH:7][N:6]=1. The yield is 0.691.